From a dataset of Full USPTO retrosynthesis dataset with 1.9M reactions from patents (1976-2016). Predict the reactants needed to synthesize the given product. (1) The reactants are: [CH3:1][O:2][C:3]1[CH:4]=[C:5]([CH:11]=[CH:12][C:13]=1OS(C(F)(F)F)(=O)=O)[C:6]([O:8][CH2:9][CH3:10])=[O:7].[B:22]1([B:22]2[O:26][C:25]([CH3:28])([CH3:27])[C:24]([CH3:30])([CH3:29])[O:23]2)[O:26][C:25]([CH3:28])([CH3:27])[C:24]([CH3:30])([CH3:29])[O:23]1.C([O-])(=O)C.[K+]. Given the product [CH3:1][O:2][C:3]1[CH:4]=[C:5]([CH:11]=[CH:12][C:13]=1[B:22]1[O:26][C:25]([CH3:28])([CH3:27])[C:24]([CH3:30])([CH3:29])[O:23]1)[C:6]([O:8][CH2:9][CH3:10])=[O:7], predict the reactants needed to synthesize it. (2) Given the product [CH3:32][O:31][C:28]([C:8]1[CH:7]=[CH:6][C:5]2[CH2:4][CH2:3][C:2]([CH3:20])([CH3:1])[CH2:11][C:10]=2[N:9]=1)=[O:30], predict the reactants needed to synthesize it. The reactants are: [CH3:1][C:2]1([CH3:20])[CH2:11][C:10]2[N:9]=[C:8](OS(C(F)(F)F)(=O)=O)[CH:7]=[CH:6][C:5]=2[CH2:4][CH2:3]1.C(N(CC)CC)C.[C:28]([O:31][CH2:32]C)(=[O:30])C. (3) The reactants are: C([O:8][C:9]([CH:11]1[CH2:15][CH:14]([CH2:16][CH:17]=[CH:18][CH2:19][CH3:20])[CH2:13][N:12]1[CH2:21][C:22]1[N:23]([CH2:27][C:28]2[CH:33]=[CH:32][CH:31]=[CH:30][CH:29]=2)[CH:24]=[CH:25][N:26]=1)=[O:10])C1C=CC=CC=1.C1COCC1.O.O.[OH-].[Li+]. Given the product [CH2:27]([N:23]1[CH:24]=[CH:25][N:26]=[C:22]1[CH2:21][N:12]1[CH2:13][CH:14]([CH2:16][CH:17]=[CH:18][CH2:19][CH3:20])[CH2:15][CH:11]1[C:9]([OH:10])=[O:8])[C:28]1[CH:29]=[CH:30][CH:31]=[CH:32][CH:33]=1, predict the reactants needed to synthesize it.